This data is from Peptide-MHC class II binding affinity with 134,281 pairs from IEDB. The task is: Regression. Given a peptide amino acid sequence and an MHC pseudo amino acid sequence, predict their binding affinity value. This is MHC class II binding data. (1) The peptide sequence is GKREKKLSEFGKAKG. The MHC is DRB1_0301 with pseudo-sequence DRB1_0301. The binding affinity (normalized) is 0.188. (2) The peptide sequence is EFKLLSEEKVPWDQV. The MHC is DRB1_0801 with pseudo-sequence DRB1_0801. The binding affinity (normalized) is 0.487. (3) The peptide sequence is CEAVRRVAAMQAQKA. The MHC is DRB1_0802 with pseudo-sequence DRB1_0802. The binding affinity (normalized) is 0.715.